From a dataset of Full USPTO retrosynthesis dataset with 1.9M reactions from patents (1976-2016). Predict the reactants needed to synthesize the given product. (1) The reactants are: FC(F)(F)C(O)=O.[N:8]1([C:14]2[N:19]3[N:20]=[C:21]([C:23]4[CH:28]=[CH:27][CH:26]=[CH:25][CH:24]=4)[CH:22]=[C:18]3[N:17]=[C:16]([NH:29][NH2:30])[CH:15]=2)[CH2:13][CH2:12][O:11][CH2:10][CH2:9]1.[OH:31][C:32]1[CH:33]=[C:34]([CH:37]=[CH:38][CH:39]=1)[CH:35]=O. Given the product [OH:31][C:32]1[CH:33]=[C:34]([CH:37]=[CH:38][CH:39]=1)[CH:35]=[N:30][NH:29][C:16]1[CH:15]=[C:14]([N:8]2[CH2:13][CH2:12][O:11][CH2:10][CH2:9]2)[N:19]2[N:20]=[C:21]([C:23]3[CH:28]=[CH:27][CH:26]=[CH:25][CH:24]=3)[CH:22]=[C:18]2[N:17]=1, predict the reactants needed to synthesize it. (2) Given the product [CH:1]([C:4]1[N-:5][CH:6]=[CH:7][N:8]=1)([CH3:3])[CH3:2].[Li+:9], predict the reactants needed to synthesize it. The reactants are: [CH:1]([C:4]1[NH:5][CH:6]=[CH:7][N:8]=1)([CH3:3])[CH3:2].[Li:9]CCCC.